From a dataset of Forward reaction prediction with 1.9M reactions from USPTO patents (1976-2016). Predict the product of the given reaction. (1) Given the reactants [F:1][C:2]1[C:3]([C:22]([OH:24])=O)=[N:4][CH:5]=[CH:6][C:7]=1[S:8][C:9]1[S:13][C:12]([NH:14][C:15]2[CH:20]=[C:19]([CH3:21])[CH:18]=[CH:17][N:16]=2)=[N:11][CH:10]=1.[NH2:25][CH2:26][C:27]1([CH:40]2[CH2:45][CH2:44][CH2:43][CH2:42][CH2:41]2)[CH2:32][CH2:31][N:30]([C:33]([O:35][C:36]([CH3:39])([CH3:38])[CH3:37])=[O:34])[CH2:29][CH2:28]1, predict the reaction product. The product is: [CH:40]1([C:27]2([CH2:26][NH:25][C:22](=[O:24])[C:3]3[C:2]([F:1])=[C:7]([S:8][C:9]4[S:13][C:12]([NH:14][C:15]5[CH:20]=[C:19]([CH3:21])[CH:18]=[CH:17][N:16]=5)=[N:11][CH:10]=4)[CH:6]=[CH:5][N:4]=3)[CH2:28][CH2:29][N:30]([C:33]([O:35][C:36]([CH3:37])([CH3:38])[CH3:39])=[O:34])[CH2:31][CH2:32]2)[CH2:41][CH2:42][CH2:43][CH2:44][CH2:45]1. (2) Given the reactants [NH2:1][C:2]1[C:10]([F:11])=[CH:9][C:8]([Br:12])=[CH:7][C:3]=1[C:4](O)=[O:5].[BH4-], predict the reaction product. The product is: [NH2:1][C:2]1[C:10]([F:11])=[CH:9][C:8]([Br:12])=[CH:7][C:3]=1[CH2:4][OH:5]. (3) Given the reactants [NH2:1][CH2:2][CH2:3][CH2:4][CH2:5][CH2:6][CH2:7][CH2:8][CH2:9][N:10]([CH2:15][C:16]1[CH:21]=[CH:20][CH:19]=[CH:18][N:17]=1)[CH2:11][C:12]([OH:14])=[O:13].[N:22]([C:25]1[CH:30]=[CH:29][C:28]([S:31]([NH2:34])(=[O:33])=[O:32])=[CH:27][CH:26]=1)=[C:23]=[S:24], predict the reaction product. The product is: [N:17]1[CH:18]=[CH:19][CH:20]=[CH:21][C:16]=1[CH2:15][N:10]([CH2:9][CH2:8][CH2:7][CH2:6][CH2:5][CH2:4][CH2:3][CH2:2][NH:1][C:23]([NH:22][C:25]1[CH:26]=[CH:27][C:28]([S:31](=[O:33])(=[O:32])[NH2:34])=[CH:29][CH:30]=1)=[S:24])[CH2:11][C:12]([OH:14])=[O:13]. (4) Given the reactants [CH2:1]([O:8][C:9](=[O:31])[NH:10][CH:11]1[C:17](=[O:18])[N:16]([CH3:19])[C:15]2[CH:20]=[CH:21][CH:22]=[CH:23][C:14]=2[C:13]([C:24]2[CH:29]=[CH:28][C:27](Br)=[CH:26][CH:25]=2)=[N:12]1)[C:2]1[CH:7]=[CH:6][CH:5]=[CH:4][CH:3]=1.C1(P(C2C=CC=CC=2)CCCP(C2C=CC=CC=2)C2C=CC=CC=2)C=CC=CC=1.C[Si](C)(C)N[Si](C)(C)C.C(N(CC)C(C)C)(C)C.C[N:80]([CH:82]=[O:83])C, predict the reaction product. The product is: [CH2:1]([O:8][C:9](=[O:31])[NH:10][CH:11]1[C:17](=[O:18])[N:16]([CH3:19])[C:15]2[CH:20]=[CH:21][CH:22]=[CH:23][C:14]=2[C:13]([C:24]2[CH:29]=[CH:28][C:27]([C:82](=[O:83])[NH2:80])=[CH:26][CH:25]=2)=[N:12]1)[C:2]1[CH:7]=[CH:6][CH:5]=[CH:4][CH:3]=1. (5) Given the reactants [NH2:1][C:2]1[N:7]=[CH:6][N:5]=[C:4]2[N:8]([C@@H:27]3[CH2:31][CH2:30][N:29](C(OC(C)(C)C)=O)[CH2:28]3)[N:9]=[C:10]([C:11]3[CH:16]=[CH:15][C:14]([C:17](=[O:26])[NH:18][C:19]4[CH:24]=[C:23]([CH3:25])[CH:22]=[CH:21][N:20]=4)=[CH:13][CH:12]=3)[C:3]=12.[ClH:39], predict the reaction product. The product is: [ClH:39].[NH2:1][C:2]1[N:7]=[CH:6][N:5]=[C:4]2[N:8]([C@@H:27]3[CH2:31][CH2:30][NH:29][CH2:28]3)[N:9]=[C:10]([C:11]3[CH:12]=[CH:13][C:14]([C:17]([NH:18][C:19]4[CH:24]=[C:23]([CH3:25])[CH:22]=[CH:21][N:20]=4)=[O:26])=[CH:15][CH:16]=3)[C:3]=12. (6) Given the reactants [NH2:1][C@@H:2]([CH2:33][C:34]1[CH:39]=[CH:38][CH:37]=[CH:36][CH:35]=1)[C@@H:3]([OH:32])[CH2:4][C@H:5]([NH:19][C:20]([C@@H:22]([NH:27][C:28](=[O:31])[O:29][CH3:30])[C:23]([CH3:26])([CH3:25])[CH3:24])=[O:21])[CH2:6][C:7]1[CH:12]=[CH:11][C:10]([C:13]2[CH:18]=[CH:17][CH:16]=[CH:15][N:14]=2)=[CH:9][CH:8]=1.[CH3:40][C@@H:41]([CH2:60][CH3:61])[C@H:42]([N:46]1[CH2:50][CH2:49][N:48]([CH2:51][C:52]2[CH:57]=[CH:56][CH:55]=[C:54]([CH3:58])[N:53]=2)[C:47]1=[O:59])[C:43](O)=[O:44].CCOP(ON1N=NC2C=CC=CC=2C1=O)(OCC)=O.C(N(CC)C(C)C)(C)C, predict the reaction product. The product is: [OH:32][C@H:3]([C@@H:2]([NH:1][C:43](=[O:44])[C@@H:42]([N:46]1[CH2:50][CH2:49][N:48]([CH2:51][C:52]2[CH:57]=[CH:56][CH:55]=[C:54]([CH3:58])[N:53]=2)[C:47]1=[O:59])[CH:41]([CH3:40])[CH2:60][CH3:61])[CH2:33][C:34]1[CH:35]=[CH:36][CH:37]=[CH:38][CH:39]=1)[CH2:4][C@H:5]([NH:19][C:20]([C@@H:22]([NH:27][C:28](=[O:31])[O:29][CH3:30])[C:23]([CH3:26])([CH3:25])[CH3:24])=[O:21])[CH2:6][C:7]1[CH:12]=[CH:11][C:10]([C:13]2[CH:18]=[CH:17][CH:16]=[CH:15][N:14]=2)=[CH:9][CH:8]=1.